From a dataset of Forward reaction prediction with 1.9M reactions from USPTO patents (1976-2016). Predict the product of the given reaction. Given the reactants [Li]C(C)(C)C.[CH3:6][CH2:7][CH2:8][CH2:9]C.Br[C:12]1[CH:13]=[N:14][C:15](=[CH:17]N(C)C)[CH:16]=1.ICCCC.C([O-])(O)=[O:27].[Na+], predict the reaction product. The product is: [CH2:6]([C:12]1[CH:16]=[C:15]([CH:17]=[O:27])[NH:14][CH:13]=1)[CH2:7][CH2:8][CH3:9].